The task is: Predict the reactants needed to synthesize the given product.. This data is from Full USPTO retrosynthesis dataset with 1.9M reactions from patents (1976-2016). (1) Given the product [CH3:1][C:11]1[CH2:10][CH:9]=[C:8]([C:4]([CH3:7])([CH3:6])[CH3:5])[CH:12]=1, predict the reactants needed to synthesize it. The reactants are: [CH3:1][Mg]Br.[C:4]([C:8]1[CH2:12][CH2:11][C:10](=O)[CH:9]=1)([CH3:7])([CH3:6])[CH3:5].Cl. (2) Given the product [N:16]1[CH:17]=[CH:18][CH:19]=[CH:20][C:15]=1[CH2:14][CH2:13][N:9]1[C:10]2[C:6](=[CH:5][C:4]([NH2:1])=[CH:12][CH:11]=2)[CH2:7][CH2:8]1, predict the reactants needed to synthesize it. The reactants are: [N+:1]([C:4]1[CH:5]=[C:6]2[C:10](=[CH:11][CH:12]=1)[N:9]([CH2:13][CH2:14][C:15]1[CH:20]=[CH:19][CH:18]=[CH:17][N:16]=1)[CH2:8][CH2:7]2)([O-])=O.C.O.NN. (3) Given the product [F:22][C:20]([F:23])([CH3:21])[CH2:19][O:1][C:2]1[CH:11]=[CH:10][C:5]([C:6]([O:8][CH3:9])=[O:7])=[CH:4][C:3]=1[CH3:12], predict the reactants needed to synthesize it. The reactants are: [OH:1][C:2]1[CH:11]=[CH:10][C:5]([C:6]([O:8][CH3:9])=[O:7])=[CH:4][C:3]=1[CH3:12].FC(F)(F)S(O[CH2:19][C:20]([F:23])([F:22])[CH3:21])(=O)=O. (4) Given the product [CH3:1][NH:2][C:3]1[C:12]2[C:7](=[CH:8][CH:9]=[C:10]([C:13]3[CH:14]=[C:15]([CH:19]=[CH:20][CH:21]=3)[C:16]([NH:54][C:50]3[S:49][CH:53]=[CH:52][N:51]=3)=[O:17])[CH:11]=2)[N:6]=[C:5]([C:22]2[CH:23]=[N:24][CH:25]=[CH:26][CH:27]=2)[N:4]=1, predict the reactants needed to synthesize it. The reactants are: [CH3:1][NH:2][C:3]1[C:12]2[C:7](=[CH:8][CH:9]=[C:10]([C:13]3[CH:14]=[C:15]([CH:19]=[CH:20][CH:21]=3)[C:16](O)=[O:17])[CH:11]=2)[N:6]=[C:5]([C:22]2[CH:23]=[N:24][CH:25]=[CH:26][CH:27]=2)[N:4]=1.CCN=C=NCCCN(C)C.C1C=CC2N(O)N=NC=2C=1.[S:49]1[CH:53]=[CH:52][N:51]=[C:50]1[NH2:54]. (5) Given the product [F:51][C:37]1[CH:38]=[CH:39][C:40]([C:2]2[CH:14]=[CH:13][C:5]([O:6][CH2:7][CH2:8][C:9]3([OH:12])[CH2:11][CH2:10]3)=[CH:4][C:3]=2[C:15]([F:18])([F:17])[F:16])=[CH:41][C:36]=1[CH2:35][O:34][C:30]1[N:31]=[CH:32][C:33]2[C@@H:25]3[C@@H:24]([C:22]([O:21][CH2:19][CH3:20])=[O:23])[C@@H:26]3[CH2:27][C:28]=2[CH:29]=1, predict the reactants needed to synthesize it. The reactants are: Br[C:2]1[CH:14]=[CH:13][C:5]([O:6][CH2:7][CH2:8][C:9]2([OH:12])[CH2:11][CH2:10]2)=[CH:4][C:3]=1[C:15]([F:18])([F:17])[F:16].[CH2:19]([O:21][C:22]([CH:24]1[CH:26]2[CH2:27][C:28]3[CH:29]=[C:30]([O:34][CH2:35][C:36]4[CH:41]=[C:40](B5OC(C)(C)C(C)(C)O5)[CH:39]=[CH:38][C:37]=4[F:51])[N:31]=[CH:32][C:33]=3[CH:25]12)=[O:23])[CH3:20].[O-]P([O-])([O-])=O.[K+].[K+].[K+].C1COCC1. (6) Given the product [NH2:24][C:23]1[C:3]([C:1]#[N:2])=[C:4]([CH:20]=[CH:21][CH:22]=1)[O:5][CH2:6][CH:7]1[CH2:12][CH2:11][CH2:10][N:9]([C:13]([O:15][C:16]([CH3:19])([CH3:17])[CH3:18])=[O:14])[CH2:8]1, predict the reactants needed to synthesize it. The reactants are: [C:1]([C:3]1[C:23]([N+:24]([O-])=O)=[CH:22][CH:21]=[CH:20][C:4]=1[O:5][CH2:6][CH:7]1[CH2:12][CH2:11][CH2:10][N:9]([C:13]([O:15][C:16]([CH3:19])([CH3:18])[CH3:17])=[O:14])[CH2:8]1)#[N:2].C(OC(C)(C)C)=O. (7) Given the product [C:28]([O:31][CH2:32][C:33]1[C:34]([N:42]2[N:51]=[CH:50][C:49]3[C:44](=[C:45]([F:56])[CH:46]=[C:47]([C:52]([CH3:54])([CH3:53])[CH3:55])[CH:48]=3)[C:43]2=[O:57])=[N:35][CH:36]=[CH:37][C:38]=1[C:2]1[CH:3]=[C:4]([NH:10][C:11]2[CH:16]=[CH:15][C:14]([N:17]3[CH2:22][CH2:21][N:20]([CH:23]4[CH2:26][O:25][CH2:24]4)[CH2:19][C@@H:18]3[CH3:27])=[CH:13][N:12]=2)[C:5](=[O:9])[N:6]([CH3:8])[N:7]=1)(=[O:30])[CH3:29], predict the reactants needed to synthesize it. The reactants are: Cl[C:2]1[CH:3]=[C:4]([NH:10][C:11]2[CH:16]=[CH:15][C:14]([N:17]3[CH2:22][CH2:21][N:20]([CH:23]4[CH2:26][O:25][CH2:24]4)[CH2:19][C@@H:18]3[CH3:27])=[CH:13][N:12]=2)[C:5](=[O:9])[N:6]([CH3:8])[N:7]=1.[C:28]([O:31][CH2:32][C:33]1[C:34]([N:42]2[N:51]=[CH:50][C:49]3[C:44](=[C:45]([F:56])[CH:46]=[C:47]([C:52]([CH3:55])([CH3:54])[CH3:53])[CH:48]=3)[C:43]2=[O:57])=[N:35][CH:36]=[CH:37][C:38]=1B(O)O)(=[O:30])[CH3:29].[O-]P([O-])([O-])=O.[K+].[K+].[K+].O.O.O.C([O-])(=O)C.[Na+]. (8) Given the product [C:1]([O:5][C:6]([NH:8][C@@H:9]([C:13]([CH3:16])([CH3:15])[CH3:14])[C:10]([N:45]1[C@H:44]([C:42]([N:41]([CH2:54][C:55]2[CH:64]=[CH:63][C:58]([C:59]([O:61][CH3:62])=[O:60])=[CH:57][CH:56]=2)[C@H:34]([C:35]2[CH:40]=[CH:39][CH:38]=[CH:37][CH:36]=2)[CH2:33][O:32][CH3:31])=[O:43])[CH2:53][C:52]2[C:47](=[CH:48][CH:49]=[CH:50][CH:51]=2)[CH2:46]1)=[O:12])=[O:7])([CH3:2])([CH3:3])[CH3:4], predict the reactants needed to synthesize it. The reactants are: [C:1]([O:5][C:6]([NH:8][C@@H:9]([C:13]([CH3:16])([CH3:15])[CH3:14])[C:10]([OH:12])=O)=[O:7])([CH3:4])([CH3:3])[CH3:2].C(Cl)CCl.N1C2C(=NC=CC=2)N(O)N=1.[CH3:31][O:32][CH2:33][C@H:34]([N:41]([CH2:54][C:55]1[CH:64]=[CH:63][C:58]([C:59]([O:61][CH3:62])=[O:60])=[CH:57][CH:56]=1)[C:42]([C@@H:44]1[CH2:53][C:52]2[C:47](=[CH:48][CH:49]=[CH:50][CH:51]=2)[CH2:46][NH:45]1)=[O:43])[C:35]1[CH:40]=[CH:39][CH:38]=[CH:37][CH:36]=1.CN1CCOCC1. (9) Given the product [F:37][C:36]([F:39])([F:38])[C:34]([OH:40])=[O:35].[CH3:23][N:24]1[CH:28]=[C:27]([S:29]([NH:22][C:4]2[CH:3]=[C:2]([CH3:1])[N:7]=[C:6]3[S:8][C:9]([CH:19]([CH3:20])[CH3:21])=[C:10]([C:11]4[CH:16]=[CH:15][CH:14]=[C:13]([O:17][CH3:18])[CH:12]=4)[C:5]=23)(=[O:31])=[O:30])[N:26]=[C:25]1[CH3:33], predict the reactants needed to synthesize it. The reactants are: [CH3:1][C:2]1[CH:3]=[C:4]([NH2:22])[C:5]2[C:10]([C:11]3[CH:16]=[CH:15][CH:14]=[C:13]([O:17][CH3:18])[CH:12]=3)=[C:9]([CH:19]([CH3:21])[CH3:20])[S:8][C:6]=2[N:7]=1.[CH3:23][N:24]1[CH:28]=[C:27]([S:29](Cl)(=[O:31])=[O:30])[N:26]=[C:25]1[CH3:33].[C:34]([OH:40])([C:36]([F:39])([F:38])[F:37])=[O:35]. (10) Given the product [CH2:1]([O:8][C@@H:9]1[C@@:13]([CH2:23][O:24][S:41]([C:38]2[CH:39]=[CH:40][C:35]([CH3:45])=[CH:36][CH:37]=2)(=[O:43])=[O:42])([CH2:14][O:15][CH2:16][C:17]2[CH:22]=[CH:21][CH:20]=[CH:19][CH:18]=2)[O:12][C@@H:11]([N:25]2[CH:33]=[C:31]([CH3:32])[C:29](=[O:30])[NH:28][C:26]2=[O:27])[C@@H:10]1[O:34][S:41]([C:38]1[CH:39]=[CH:40][C:35]([CH3:45])=[CH:36][CH:37]=1)(=[O:43])=[O:42])[C:2]1[CH:3]=[CH:4][CH:5]=[CH:6][CH:7]=1, predict the reactants needed to synthesize it. The reactants are: [CH2:1]([O:8][C@@H:9]1[C@@:13]([CH2:23][OH:24])([CH2:14][O:15][CH2:16][C:17]2[CH:22]=[CH:21][CH:20]=[CH:19][CH:18]=2)[O:12][C@@H:11]([N:25]2[CH:33]=[C:31]([CH3:32])[C:29](=[O:30])[NH:28][C:26]2=[O:27])[C@@H:10]1[OH:34])[C:2]1[CH:7]=[CH:6][CH:5]=[CH:4][CH:3]=1.[C:35]1([CH3:45])[CH:40]=[CH:39][C:38]([S:41](Cl)(=[O:43])=[O:42])=[CH:37][CH:36]=1.